Dataset: Forward reaction prediction with 1.9M reactions from USPTO patents (1976-2016). Task: Predict the product of the given reaction. (1) Given the reactants Cl[C:2]1[N:7]=[C:6]([NH:8][C:9]2[NH:10][N:11]=[C:12]([CH:14]3[CH2:16][CH2:15]3)[CH:13]=2)[C:5]([C:17]2[CH:22]=[CH:21][CH:20]=[CH:19][CH:18]=2)=[CH:4][N:3]=1.C(OC([N:30]1[C:38]2[C:33](=[CH:34][CH:35]=[C:36]([NH2:39])[CH:37]=2)[C:32](=[O:40])[NH:31]1)=O)(C)(C)C, predict the reaction product. The product is: [CH:14]1([C:12]2[CH:13]=[C:9]([NH:8][C:6]3[C:5]([C:17]4[CH:22]=[CH:21][CH:20]=[CH:19][CH:18]=4)=[CH:4][N:3]=[C:2]([NH:39][C:36]4[CH:37]=[C:38]5[C:33]([C:32](=[O:40])[NH:31][NH:30]5)=[CH:34][CH:35]=4)[N:7]=3)[NH:10][N:11]=2)[CH2:16][CH2:15]1. (2) Given the reactants CON(C)[C:4]([C:6]1[N:7]=[CH:8][N:9]([C:11]2[CH:12]=[C:13]([C:17]3[CH:22]=[CH:21][CH:20]=[CH:19][C:18]=3[O:23][C:24]([F:27])([F:26])[F:25])[CH:14]=[CH:15][CH:16]=2)[CH:10]=1)=[O:5].Br[C:30]1[CH:35]=[C:34]([CH3:36])[CH:33]=[CH:32][N:31]=1, predict the reaction product. The product is: [CH3:36][C:34]1[CH:33]=[CH:32][N:31]=[C:30]([C:4]([C:6]2[N:7]=[CH:8][N:9]([C:11]3[CH:12]=[C:13]([C:17]4[CH:22]=[CH:21][CH:20]=[CH:19][C:18]=4[O:23][C:24]([F:25])([F:27])[F:26])[CH:14]=[CH:15][CH:16]=3)[CH:10]=2)=[O:5])[CH:35]=1. (3) Given the reactants C(N(CC)CC)C.[CH3:8][C:9]1[C:10](=[O:22])[O:11][C:12]([CH2:20][OH:21])=[C:13]([CH3:19])[C:14]=1[O:15][CH2:16][O:17][CH3:18].[CH3:23][S:24](Cl)(=[O:26])=[O:25].O, predict the reaction product. The product is: [CH3:8][C:9]1[C:10](=[O:22])[O:11][C:12]([CH2:20][O:21][S:24]([CH3:23])(=[O:26])=[O:25])=[C:13]([CH3:19])[C:14]=1[O:15][CH2:16][O:17][CH3:18]. (4) The product is: [Cl:32][C:23]1[C:24]([C:28]([F:29])([F:30])[F:31])=[CH:25][CH:26]=[CH:27][C:22]=1[CH2:21][O:18][C:10]1[C:9]([F:19])=[C:8]([C:5]2[N:6]=[CH:7][C:2]([NH2:1])=[N:3][CH:4]=2)[CH:13]=[CH:12][C:11]=1[CH:14]1[CH2:15][CH2:16][CH2:17]1. Given the reactants [NH2:1][C:2]1[N:3]=[CH:4][C:5]([C:8]2[C:9]([F:19])=[C:10]([OH:18])[C:11]([CH:14]3[CH2:17][CH2:16][CH2:15]3)=[CH:12][CH:13]=2)=[N:6][CH:7]=1.Br[CH2:21][C:22]1[CH:27]=[CH:26][CH:25]=[C:24]([C:28]([F:31])([F:30])[F:29])[C:23]=1[Cl:32], predict the reaction product. (5) Given the reactants [OH:1][C:2]1[C:11]2[C:6](=C[CH:8]=[C:9]([C:12]3[CH:17]=[CH:16][CH:15]=[CH:14][CH:13]=3)[CH:10]=2)[N:5]([CH3:18])[C:4](=[O:19])[C:3]=1[C:20](=[O:27])[CH2:21][CH2:22][C:23]([O:25]C)=[O:24].C1(B(O)O)C=CC=CC=1.OC1C2C(=NC=C(I)C=2)[N:41](C)C(=O)C=1C(=O)CCC(O)=O.C([Sn](CCCC)(CCCC)C1C=CC=CC=1)CCC.OC1C2C(=NC=C(I)C=2)N(C)C(=O)C=1C(=O)CCC(OC)=O, predict the reaction product. The product is: [OH:1][C:2]1[C:11]2[C:6](=[N:41][CH:8]=[C:9]([C:12]3[CH:13]=[CH:14][CH:15]=[CH:16][CH:17]=3)[CH:10]=2)[N:5]([CH3:18])[C:4](=[O:19])[C:3]=1[C:20](=[O:27])[CH2:21][CH2:22][C:23]([OH:25])=[O:24]. (6) Given the reactants [CH3:1][C@@H:2]([O:6][C:7]1[N:15]=[C:14]2[C:10]([N:11]=[C:12]([O:22][CH3:23])[N:13]2C2CCCCO2)=[C:9]([NH2:24])[N:8]=1)[CH2:3][CH2:4][CH3:5].[F:25][C:26]([F:31])([F:30])[C:27]([OH:29])=[O:28], predict the reaction product. The product is: [F:25][C:26]([F:31])([F:30])[C:27]([OH:29])=[O:28].[CH3:1][C@@H:2]([O:6][C:7]1[NH:8][C:9]([NH2:24])=[C:10]2[C:14]([N:15]=1)=[N:13][C:12]([O:22][CH3:23])=[N:11]2)[CH2:3][CH2:4][CH3:5].